Dataset: Reaction yield outcomes from USPTO patents with 853,638 reactions. Task: Predict the reaction yield, written as a fraction of the theoretical maximum amount of product (1.0 means a 100% yield; for example, 0.34 means a 34% yield). (1) The reactants are [C:1]([O:5][C:6](=[O:17])[NH:7][C:8]1[CH:13]=[CH:12][C:11]([CH2:14][CH2:15][OH:16])=[CH:10][CH:9]=1)([CH3:4])([CH3:3])[CH3:2].N1C=CC=CC=1.[C:24]1([CH3:34])[CH:29]=[CH:28][C:27]([S:30](Cl)(=[O:32])=[O:31])=[CH:26][CH:25]=1. The catalyst is ClCCl. The product is [C:1]([O:5][C:6]([NH:7][C:8]1[CH:9]=[CH:10][C:11]([CH2:14][CH2:15][O:16][S:30]([C:27]2[CH:28]=[CH:29][C:24]([CH3:34])=[CH:25][CH:26]=2)(=[O:32])=[O:31])=[CH:12][CH:13]=1)=[O:17])([CH3:4])([CH3:2])[CH3:3]. The yield is 0.978. (2) The reactants are [N:1]12[CH2:8][CH2:7][C:4]([C:9]([C:17]3[CH:22]=[CH:21][CH:20]=[CH:19][CH:18]=3)([C:11]3[CH:16]=[CH:15][CH:14]=[CH:13][CH:12]=3)[OH:10])([CH2:5][CH2:6]1)[CH2:3][CH2:2]2.[Br:23][CH2:24][CH2:25][CH2:26][C:27]([O:29][CH2:30][CH3:31])=[O:28]. The catalyst is CC#N. The product is [Br-:23].[CH2:30]([O:29][C:27](=[O:28])[CH2:26][CH2:25][CH2:24][N+:1]12[CH2:6][CH2:5][C:4]([C:9]([OH:10])([C:17]3[CH:22]=[CH:21][CH:20]=[CH:19][CH:18]=3)[C:11]3[CH:12]=[CH:13][CH:14]=[CH:15][CH:16]=3)([CH2:3][CH2:2]1)[CH2:7][CH2:8]2)[CH3:31]. The yield is 0.579. (3) The reactants are [NH2:1][C:2]1[C:11]2[N:12]=[C:13]([CH2:38][CH2:39][O:40][CH3:41])[N:14]([CH2:15][CH2:16][N:17]([CH2:26][C:27]3[CH:28]=[C:29]([CH:35]=[CH:36][CH:37]=3)[O:30][CH2:31][C:32]([OH:34])=[O:33])[C:18](=[O:25])[CH2:19][N:20]([CH2:23][CH3:24])[CH2:21][CH3:22])[C:10]=2[C:9]2[CH:8]=[CH:7][CH:6]=[CH:5][C:4]=2[N:3]=1.[CH3:42]O. No catalyst specified. The product is [NH2:1][C:2]1[C:11]2[N:12]=[C:13]([CH2:38][CH2:39][O:40][CH3:41])[N:14]([CH2:15][CH2:16][N:17]([CH2:26][C:27]3[CH:28]=[C:29]([CH:35]=[CH:36][CH:37]=3)[O:30][CH2:31][C:32]([O:34][CH3:42])=[O:33])[C:18](=[O:25])[CH2:19][N:20]([CH2:23][CH3:24])[CH2:21][CH3:22])[C:10]=2[C:9]2[CH:8]=[CH:7][CH:6]=[CH:5][C:4]=2[N:3]=1. The yield is 0.940. (4) The reactants are [CH3:1][C:2]1[CH:7]=[C:6]([CH3:8])[CH:5]=[C:4]([CH3:9])[C:3]=1[NH:10][C:11]1[C:16]([N+:17]([O-])=O)=[CH:15][N:14]=[C:13]([NH:20][C:21]2[CH:28]=[CH:27][C:24]([C:25]#[N:26])=[CH:23][CH:22]=2)[N:12]=1.NN. The catalyst is [Pd].C(O)C. The product is [NH2:17][C:16]1[C:11]([NH:10][C:3]2[C:2]([CH3:1])=[CH:7][C:6]([CH3:8])=[CH:5][C:4]=2[CH3:9])=[N:12][C:13]([NH:20][C:21]2[CH:28]=[CH:27][C:24]([C:25]#[N:26])=[CH:23][CH:22]=2)=[N:14][CH:15]=1. The yield is 0.700. (5) The reactants are C(Cl)C[Cl:3].[NH2:5][C:6]1[N:11]=[CH:10][C:9](/[CH:12]=[CH:13]/[C:14]([OH:16])=O)=[CH:8][CH:7]=1.[CH2:17]([O:19][C:20]1[C:28]([O:29][CH3:30])=[CH:27][CH:26]=[CH:25][C:21]=1[CH2:22]CN)[CH3:18].C1C=CC2N(O)N=[N:37][C:35]=2C=1.CCN(C(C)C)C(C)C.Cl. The catalyst is CN(C=O)C.O.C(Cl)Cl. The product is [ClH:3].[NH2:5][C:6]1[N:11]=[CH:10][C:9](/[CH:12]=[CH:13]/[C:14]([N:37]([CH2:22][C:21]2[CH:25]=[CH:26][CH:27]=[C:28]([O:29][CH3:30])[C:20]=2[O:19][CH2:17][CH3:18])[CH3:35])=[O:16])=[CH:8][CH:7]=1. The yield is 0.460. (6) The reactants are [Br:1][C:2]1[CH:3]=[CH:4][C:5](=[C:8]2[C:13](=[O:14])OC(C)(C)OC2=O)[NH:6][CH:7]=1.[CH2:18]([NH2:25])[C:19]1[CH:24]=[CH:23][CH:22]=[CH:21][CH:20]=1. The catalyst is C1(C)C=CC=CC=1. The product is [CH2:18]([NH:25][C:13](=[O:14])[CH2:8][C:5]1[CH:4]=[CH:3][C:2]([Br:1])=[CH:7][N:6]=1)[C:19]1[CH:24]=[CH:23][CH:22]=[CH:21][CH:20]=1. The yield is 0.960. (7) The reactants are [Br:1][C:2]1[N:11]=[C:5]2[CH:6]=[C:7](Br)[CH:8]=[CH:9][N:4]2[N:3]=1.[C:12](=[O:19])([O:14][C:15]([CH3:18])([CH3:17])[CH3:16])[NH2:13].C(=O)([O-])[O-].[Cs+].[Cs+]. The catalyst is O1CCOCC1.C1C=CC(/C=C/C(/C=C/C2C=CC=CC=2)=O)=CC=1.C1C=CC(/C=C/C(/C=C/C2C=CC=CC=2)=O)=CC=1.C1C=CC(/C=C/C(/C=C/C2C=CC=CC=2)=O)=CC=1.[Pd].[Pd].C1(P(C2C=CC=CC=2)C2C3OC4C(=CC=CC=4P(C4C=CC=CC=4)C4C=CC=CC=4)C(C)(C)C=3C=CC=2)C=CC=CC=1. The product is [Br:1][C:2]1[N:11]=[C:5]2[CH:6]=[C:7]([NH:13][C:12](=[O:19])[O:14][C:15]([CH3:18])([CH3:17])[CH3:16])[CH:8]=[CH:9][N:4]2[N:3]=1. The yield is 0.646.